This data is from Full USPTO retrosynthesis dataset with 1.9M reactions from patents (1976-2016). The task is: Predict the reactants needed to synthesize the given product. (1) Given the product [F:1][C:2]1[CH:7]=[CH:6][C:5]([CH3:8])=[CH:4][C:3]=1[NH:9][C:10]1[N:15]2[N:16]=[CH:17][C:18]([C:19]([NH:43][S:40]([CH2:38][CH3:39])(=[O:42])=[O:41])=[O:20])=[C:14]2[N:13]=[CH:12][C:11]=1[C:22]([N:24]1[CH2:25][CH2:26][C:27]2([C:37]3[C:32](=[CH:33][CH:34]=[CH:35][CH:36]=3)[CH2:31][CH2:30]2)[CH2:28][CH2:29]1)=[O:23], predict the reactants needed to synthesize it. The reactants are: [F:1][C:2]1[CH:7]=[CH:6][C:5]([CH3:8])=[CH:4][C:3]=1[NH:9][C:10]1[N:15]2[N:16]=[CH:17][C:18]([C:19](O)=[O:20])=[C:14]2[N:13]=[CH:12][C:11]=1[C:22]([N:24]1[CH2:29][CH2:28][C:27]2([C:37]3[C:32](=[CH:33][CH:34]=[CH:35][CH:36]=3)[CH2:31][CH2:30]2)[CH2:26][CH2:25]1)=[O:23].[CH2:38]([S:40]([NH2:43])(=[O:42])=[O:41])[CH3:39]. (2) Given the product [ClH:22].[NH2:13][CH2:12][C:11]([NH:10][C:9]1[CH:8]=[CH:7][N:6]=[C:5]2[CH:25]=[CH:24][O:23][C:4]=12)=[O:21], predict the reactants needed to synthesize it. The reactants are: O1[C:5]2=[N:6][CH:7]=[CH:8][C:9]([NH:10][C:11](=[O:21])[CH2:12][NH:13]C(=O)OC(C)(C)C)=[C:4]2C=C1.[ClH:22].[O:23]1CCO[CH2:25][CH2:24]1. (3) Given the product [CH:23]([N:18]1[C:17]([C:11]2[S:12][C:13]3[CH2:14][CH2:15][O:16][C:7]4[CH:6]=[C:5]([CH:3]5[CH2:4][N:1]([CH2:32][CH2:31][S:33]([CH3:36])(=[O:35])=[O:34])[CH2:2]5)[CH:27]=[CH:26][C:8]=4[C:9]=3[N:10]=2)=[N:21][C:20]([CH3:22])=[N:19]1)([CH3:25])[CH3:24], predict the reactants needed to synthesize it. The reactants are: [NH:1]1[CH2:4][CH:3]([C:5]2[CH:27]=[CH:26][C:8]3[C:9]4[N:10]=[C:11]([C:17]5[N:18]([CH:23]([CH3:25])[CH3:24])[N:19]=[C:20]([CH3:22])[N:21]=5)[S:12][C:13]=4[CH2:14][CH2:15][O:16][C:7]=3[CH:6]=2)[CH2:2]1.C(O)C.[CH:31]([S:33]([CH3:36])(=[O:35])=[O:34])=[CH2:32]. (4) Given the product [NH2:14][CH:15]([C@H:21]([CH2:29][O:30][CH3:31])[CH2:22][CH:23]([CH3:28])[CH2:24][CH2:25][CH:26]=[CH2:27])[C:16]([O:18][CH2:19][CH3:20])=[O:17], predict the reactants needed to synthesize it. The reactants are: C1(C(=[N:14][CH:15]([C@H:21]([CH2:29][O:30][CH3:31])[CH2:22][CH:23]([CH3:28])[CH2:24][CH2:25][CH:26]=[CH2:27])[C:16]([O:18][CH2:19][CH3:20])=[O:17])C2C=CC=CC=2)C=CC=CC=1.Cl.